From a dataset of CYP1A2 inhibition data for predicting drug metabolism from PubChem BioAssay. Regression/Classification. Given a drug SMILES string, predict its absorption, distribution, metabolism, or excretion properties. Task type varies by dataset: regression for continuous measurements (e.g., permeability, clearance, half-life) or binary classification for categorical outcomes (e.g., BBB penetration, CYP inhibition). Dataset: cyp1a2_veith. (1) The compound is COc1ccc(-c2nc3cnc(OC)nc3n(Cc3cccs3)c2=O)cc1. The result is 1 (inhibitor). (2) The compound is CC(C)[C@H](O)C1=CCCCC1=O. The result is 0 (non-inhibitor). (3) The molecule is CN[C@]1(C)[C@H]2CC[C@@H](C2)C1(C)C. The result is 0 (non-inhibitor). (4) The drug is CCC1=C(C[C@H]2NCCc3ccccc32)C[C@@H]2c3cc(OC)c(OC)cc3CCN2C1. The result is 0 (non-inhibitor).